From a dataset of Reaction yield outcomes from USPTO patents with 853,638 reactions. Predict the reaction yield, written as a fraction of the theoretical maximum amount of product (1.0 means a 100% yield; for example, 0.34 means a 34% yield). (1) The reactants are [NH:1]1[CH2:4][CH2:3][CH2:2]1.CCN(CC)CC.[Br:12][C:13]1[CH:21]=[CH:20][C:16]([C:17](Cl)=[O:18])=[CH:15][CH:14]=1. The catalyst is C(Cl)Cl. The product is [Br:12][C:13]1[CH:21]=[CH:20][C:16]([C:17]([N:1]2[CH2:4][CH2:3][CH2:2]2)=[O:18])=[CH:15][CH:14]=1. The yield is 0.700. (2) The reactants are [Cl:1][C:2]1[CH:26]=[CH:25][C:5]([CH2:6][C:7]2[C:11]([C:12]#[N:13])=[C:10]([N:14]3[CH2:19][CH2:18][O:17][CH2:16][CH2:15]3)[S:9][C:8]=2[C:20]([O:22]CC)=[O:21])=[CH:4][C:3]=1[F:27].O1CCCC1.CO.[OH-].[Na+].O. No catalyst specified. The product is [Cl:1][C:2]1[CH:26]=[CH:25][C:5]([CH2:6][C:7]2[C:11]([C:12]#[N:13])=[C:10]([N:14]3[CH2:19][CH2:18][O:17][CH2:16][CH2:15]3)[S:9][C:8]=2[C:20]([OH:22])=[O:21])=[CH:4][C:3]=1[F:27]. The yield is 0.663. (3) The reactants are [C:1]1([CH2:7][CH2:8][Si:9](Cl)([Cl:11])[Cl:10])[CH:6]=[CH:5][CH:4]=[CH:3][CH:2]=1.C[SiH](Cl)Cl.[Cl-].C([P+](CC)(CC)CC)C1C=CC=CC=1. The yield is 0.750. No catalyst specified. The product is [C:1]1([CH2:7][CH2:8][SiH:9]([Cl:11])[Cl:10])[CH:6]=[CH:5][CH:4]=[CH:3][CH:2]=1. (4) The reactants are [NH:1]1[C:9]2[C:4](=[CH:5][CH:6]=[CH:7][CH:8]=2)[C:3]([C:10]2[CH2:11][CH2:12][N:13](C(OC(C)(C)C)=O)[CH2:14][CH:15]=2)=[CH:2]1.[H-].[Na+].F[C:26]1[CH:31]=[CH:30][C:29]([N+:32]([O-:34])=[O:33])=[CH:28][CH:27]=1.C(O)(C(F)(F)F)=O. The catalyst is CN(C=O)C.C(Cl)Cl. The product is [N+:32]([C:29]1[CH:30]=[CH:31][C:26]([N:1]2[C:9]3[C:4](=[CH:5][CH:6]=[CH:7][CH:8]=3)[C:3]([C:10]3[CH2:11][CH2:12][NH:13][CH2:14][CH:15]=3)=[CH:2]2)=[CH:27][CH:28]=1)([O-:34])=[O:33]. The yield is 0.920. (5) The reactants are Cl[C:2]1[CH:7]=[C:6]([CH3:8])[C:5]([C:9](=[O:11])[CH3:10])=[C:4]([CH3:12])[CH:3]=1.[O-]P([O-])([O-])=O.[K+].[K+].[K+].[CH3:21][O:22][C:23]1[CH:24]=[C:25]([OH:29])[CH:26]=[CH:27][CH:28]=1. The catalyst is C1(C)C=CC=CC=1.CC([O-])=O.CC([O-])=O.[Pd+2].C(P(C(C)(C)C)C1C=CC=CC=1C1C(C(C)C)=CC(C(C)C)=CC=1C(C)C)(C)(C)C. The product is [CH3:21][O:22][C:23]1[CH:24]=[C:25]([CH:26]=[CH:27][CH:28]=1)[O:29][C:2]1[CH:7]=[C:6]([CH3:8])[C:5]([C:9](=[O:11])[CH3:10])=[C:4]([CH3:12])[CH:3]=1. The yield is 0.730. (6) The reactants are C(O)C.Cl[CH2:5][CH2:6][CH2:7][CH2:8][CH2:9][O:10][C:11]1[CH:16]=[CH:15][C:14]([CH3:17])=[C:13]([S:18][CH2:19][C:20]([F:23])([F:22])[F:21])[CH:12]=1.[S-:24][C:25]#[N:26].[K+].[I-].[K+]. The catalyst is C(OCC)(=O)C.CCCCCC. The product is [S:24]([CH2:5][CH2:6][CH2:7][CH2:8][CH2:9][O:10][C:11]1[CH:16]=[CH:15][C:14]([CH3:17])=[C:13]([S:18][CH2:19][C:20]([F:23])([F:22])[F:21])[CH:12]=1)[C:25]#[N:26]. The yield is 0.840.